Regression. Given a peptide amino acid sequence and an MHC pseudo amino acid sequence, predict their binding affinity value. This is MHC class I binding data. From a dataset of Peptide-MHC class I binding affinity with 185,985 pairs from IEDB/IMGT. (1) The peptide sequence is THFQRKRRV. The MHC is HLA-B44:02 with pseudo-sequence HLA-B44:02. The binding affinity (normalized) is 0.0847. (2) The peptide sequence is WVLAYMLFTK. The MHC is HLA-A03:01 with pseudo-sequence HLA-A03:01. The binding affinity (normalized) is 0.706. (3) The peptide sequence is SHAKVLVTF. The MHC is HLA-B08:02 with pseudo-sequence HLA-B08:02. The binding affinity (normalized) is 0.0847. (4) The peptide sequence is WLQKIPLQW. The MHC is HLA-B39:01 with pseudo-sequence HLA-B39:01. The binding affinity (normalized) is 0.0847.